Task: Predict the product of the given reaction.. Dataset: Forward reaction prediction with 1.9M reactions from USPTO patents (1976-2016) (1) Given the reactants [C:1]([C:9]1[CH:14]=[C:13]([Cl:15])[CH:12]=[CH:11][C:10]=1[NH:16][C:17](=[O:35])[C:18]([C:21]1[CH:26]=[C:25]([C:27]([F:30])([F:29])[F:28])[CH:24]=[C:23]([C:31]([F:34])([F:33])[F:32])[CH:22]=1)([CH3:20])[CH3:19])(=[O:8])[C:2]1[CH:7]=[CH:6][CH:5]=[CH:4][CH:3]=1.[H-].[Na+].[CH3:38]I, predict the reaction product. The product is: [C:1]([C:9]1[CH:14]=[C:13]([Cl:15])[CH:12]=[CH:11][C:10]=1[N:16]([CH3:38])[C:17](=[O:35])[C:18]([C:21]1[CH:22]=[C:23]([C:31]([F:34])([F:33])[F:32])[CH:24]=[C:25]([C:27]([F:30])([F:28])[F:29])[CH:26]=1)([CH3:20])[CH3:19])(=[O:8])[C:2]1[CH:7]=[CH:6][CH:5]=[CH:4][CH:3]=1. (2) Given the reactants [CH3:1][N:2]1[C:6]2[CH:7]=[CH:8][C:9]([C@H:11]3[O:26][C:25](=[O:27])[CH:24]=[CH:23][C:22]([CH3:29])([CH3:28])[C:21](=[O:30])[C@H:20]([CH3:31])[C@@H:19]([OH:32])[C@@H:18]([CH3:33])[CH2:17][CH2:16][CH2:15][CH:14]=[CH:13][CH2:12]3)=[CH:10][C:5]=2[N:4]=[C:3]1[CH3:34].[OH:35]CC([C@H]([C@@H]([C@@H](CO)O)O)O)=O.C([O-])([O-])=O.[K+].[K+], predict the reaction product. The product is: [CH3:1][N:2]1[C:6]2[CH:7]=[CH:8][C:9]([C@H:11]3[O:26][C:25](=[O:27])[CH:24]=[CH:23][C:22]([CH3:28])([CH3:29])[C:21](=[O:30])[C@H:20]([CH3:31])[C@@H:19]([OH:32])[C@@H:18]([CH3:33])[CH2:17][CH2:16][CH2:15][C@H:14]4[C@@H:13]([O:35]4)[CH2:12]3)=[CH:10][C:5]=2[N:4]=[C:3]1[CH3:34]. (3) Given the reactants [Br:1][C:2]1[CH:3]=[C:4]([CH:7]=[CH:8][C:9]=1[OH:10])[C:5]#[N:6].[OH:11]S(O)(=O)=O, predict the reaction product. The product is: [Br:1][C:2]1[CH:3]=[C:4]([CH:7]=[CH:8][C:9]=1[OH:10])[C:5]([NH2:6])=[O:11]. (4) Given the reactants [CH2:1]([C:3]1[N:7]([CH2:8][CH2:9][O:10][CH3:11])[N:6]=[C:5]([C:12]([NH2:14])=[O:13])[C:4]=1[N+:15]([O-])=O)[CH3:2], predict the reaction product. The product is: [NH2:15][C:4]1[C:5]([C:12]([NH2:14])=[O:13])=[N:6][N:7]([CH2:8][CH2:9][O:10][CH3:11])[C:3]=1[CH2:1][CH3:2]. (5) Given the reactants Br[C:2]1[CH:30]=[CH:29][C:5]2[N:6]=[C:7]([NH:15][C:16]3[C:21]([Cl:22])=[CH:20][C:19]([C:23]4[NH:27][N:26]=[CH:25][CH:24]=4)=[CH:18][C:17]=3[Cl:28])[C:8]3[CH:9]=[CH:10][NH:11][C:12](=[O:14])[C:13]=3[C:4]=2[CH:3]=1.[OH:31][C:32]([CH3:39])([CH3:38])/[CH:33]=[CH:34]/B(O)O.C(=O)([O-])[O-].[Na+].[Na+], predict the reaction product. The product is: [Cl:28][C:17]1[CH:18]=[C:19]([C:23]2[NH:27][N:26]=[CH:25][CH:24]=2)[CH:20]=[C:21]([Cl:22])[C:16]=1[NH:15][C:7]1[C:8]2[CH:9]=[CH:10][NH:11][C:12](=[O:14])[C:13]=2[C:4]2[CH:3]=[C:2](/[CH:34]=[CH:33]/[C:32]([OH:31])([CH3:39])[CH3:38])[CH:30]=[CH:29][C:5]=2[N:6]=1. (6) Given the reactants [C:1]1([C:7]2[O:8][C:9]([CH2:33][CH2:34][CH3:35])=[C:10]([CH2:12][O:13][C:14]3[CH:32]=[CH:31][C:17]([CH2:18][O:19][C:20]4[CH:25]=[CH:24][CH:23]=[CH:22][C:21]=4[CH2:26][C:27]([O:29]C)=[O:28])=[CH:16][CH:15]=3)[N:11]=2)[CH:6]=[CH:5][CH:4]=[CH:3][CH:2]=1.O1CCCC1.[OH-].[Na+].Cl, predict the reaction product. The product is: [C:1]1([C:7]2[O:8][C:9]([CH2:33][CH2:34][CH3:35])=[C:10]([CH2:12][O:13][C:14]3[CH:32]=[CH:31][C:17]([CH2:18][O:19][C:20]4[CH:25]=[CH:24][CH:23]=[CH:22][C:21]=4[CH2:26][C:27]([OH:29])=[O:28])=[CH:16][CH:15]=3)[N:11]=2)[CH:6]=[CH:5][CH:4]=[CH:3][CH:2]=1. (7) Given the reactants [N:1]1([CH2:6][C:7]2[CH:12]=[CH:11][CH:10]=[C:9]([NH:13]C(OC(C)(C)C)=O)[CH:8]=2)[CH:5]=[CH:4][N:3]=[CH:2]1.OS(O)(=O)=O, predict the reaction product. The product is: [N:1]1([CH2:6][C:7]2[CH:12]=[CH:11][CH:10]=[C:9]([NH2:13])[CH:8]=2)[CH:5]=[CH:4][N:3]=[CH:2]1. (8) The product is: [Br:6][C:7]1[CH:12]=[CH:11][C:10]([C@H:13]([NH:18][S:2]([CH3:1])(=[O:4])=[O:3])[C:14]([F:16])([F:17])[F:15])=[CH:9][CH:8]=1. Given the reactants [CH3:1][S:2](Cl)(=[O:4])=[O:3].[Br:6][C:7]1[CH:12]=[CH:11][C:10]([C@H:13]([NH2:18])[C:14]([F:17])([F:16])[F:15])=[CH:9][CH:8]=1.N1C(C)=CC=CC=1C, predict the reaction product. (9) Given the reactants IC1C2CC3C(=CC=CC=3)NC=2C(C(OC)=O)=CC=1.[I:20][C:21]1[CH:34]=[C:33]([C:35]([O:37][CH3:38])=[O:36])[C:32]2[NH:31][C:30]3[C:25](=[CH:26][CH:27]=[CH:28][CH:29]=3)[C:24](=O)[C:23]=2[CH:22]=1.[K+].[Br-].NC1C=CC2N=C(C(OCC)=O)NC=2C=1.C(N(CC)CCNC(C1N=C2C=CC(I)=CN2C=1)=O)C.[N+](C1C=CC2N=C(C(OCC)=O)NC=2C=1)([O-])=O, predict the reaction product. The product is: [I:20][C:21]1[CH:34]=[C:33]([C:35]([O:37][CH3:38])=[O:36])[C:32]2[NH:31][C:30]3[C:25](=[CH:26][CH:27]=[CH:28][CH:29]=3)[CH2:24][C:23]=2[CH:22]=1.